From a dataset of Antibody developability classification from SAbDab with 2,409 antibodies. Regression/Classification. Given an antibody's heavy chain and light chain sequences, predict its developability. TAP uses regression for 5 developability metrics; SAbDab uses binary classification. The antibody is ['EVKLVESGGGLVKLGGSLKLSCAASGFTFSSYYMSWVRQTPEKRLELVAAINSNGGNTYYPDTVKGLFTISRDNAKNTLYLQMSRLKSEDTALYYCTRLYGNYVRIHTMDYWGQGTSVTVSS', 'DIVLTQSTSSLSASLGDRVTITCRASQDIRNYLSWYQQRPDGTVKLLIYYTSKLHSGVPSRFSGSGSGTDYSLTITNLEQEDIATYFCQQGKTLPLYTFGGGTKLEIK']. Result: 0 (not developable).